From a dataset of hERG potassium channel inhibition data for cardiac toxicity prediction from Karim et al.. Regression/Classification. Given a drug SMILES string, predict its toxicity properties. Task type varies by dataset: regression for continuous values (e.g., LD50, hERG inhibition percentage) or binary classification for toxic/non-toxic outcomes (e.g., AMES mutagenicity, cardiotoxicity, hepatotoxicity). Dataset: herg_karim. (1) The molecule is CNC[C@@H](O)CCN1c2ccccc2N(c2ccccc2)S1(=O)=O. The result is 1 (blocker). (2) The compound is Cc1cc(C#N)ccc1-c1ccnc(NCc2[nH]nc(-c3ccccn3)c2Cl)c1. The result is 0 (non-blocker). (3) The result is 1 (blocker). The compound is Cc1ncoc1-c1nnc(SCCCN2CCC3(CCCc4ccc(Br)cc43)C2)n1C. (4) The compound is CC(C)(F)COc1cc(F)c2c(c1)[C@]1(COC(N)=N1)c1cc(-c3cccnc3F)ccc1O2. The result is 0 (non-blocker). (5) The compound is COc1cc(NCC2CCNCC2)nc2c1nnn2-c1cccc(OC(F)(F)F)c1. The result is 1 (blocker). (6) The compound is CS(=O)(=O)N1CCC2(CCN(c3ccc(C(=O)Nc4cc(-c5cccs5)ccc4N)cn3)CC2)C1. The result is 1 (blocker). (7) The molecule is CCOC(=O)N1CCC(=C2c3ccccc3CCc3cc(Cl)ccc32)CC1. The result is 1 (blocker). (8) The result is 0 (non-blocker). The drug is O=C(CNC(=O)c1cccc(C(F)(F)F)c1)NC1CCN(C2CCC(O)(c3ccncn3)CC2)C1. (9) The drug is COc1ccc2ncc(F)c(C/C(=N\O)C34CCC(NCc5ccc6c(n5)NC(=O)CO6)(CC3)CO4)c2n1. The result is 1 (blocker).